Dataset: Forward reaction prediction with 1.9M reactions from USPTO patents (1976-2016). Task: Predict the product of the given reaction. (1) Given the reactants C[O:2][C:3](=[O:37])[CH2:4][O:5][C:6]1[CH:14]=[C:13]2[CH2:15][CH2:16][CH2:17][C:12]2=[C:11]2[C:7]=1[C:8]([C:32](=[O:36])[C:33]([NH2:35])=[O:34])=[C:9]([CH3:31])[N:10]2[CH2:18][C:19]1[CH:24]=[CH:23][CH:22]=[CH:21][C:20]=1[C:25]1[CH:30]=[CH:29][CH:28]=[CH:27][CH:26]=1.[OH-].[Li+], predict the reaction product. The product is: [NH2:35][C:33](=[O:34])[C:32]([C:8]1[C:7]2[C:11](=[C:12]3[CH2:17][CH2:16][CH2:15][C:13]3=[CH:14][C:6]=2[O:5][CH2:4][C:3]([OH:37])=[O:2])[N:10]([CH2:18][C:19]2[CH:24]=[CH:23][CH:22]=[CH:21][C:20]=2[C:25]2[CH:30]=[CH:29][CH:28]=[CH:27][CH:26]=2)[C:9]=1[CH3:31])=[O:36]. (2) The product is: [F:21][C:12]1[CH:11]=[CH:10][C:9]([C:27]#[C:26][Si:23]([CH3:25])([CH3:24])[CH3:22])=[CH:20][C:13]=1[CH2:14][NH:15][S:16]([CH3:19])(=[O:18])=[O:17]. Given the reactants C(N(CC)CC)C.Br[C:9]1[CH:10]=[CH:11][C:12]([F:21])=[C:13]([CH:20]=1)[CH2:14][NH:15][S:16]([CH3:19])(=[O:18])=[O:17].[CH3:22][Si:23]([C:26]#[CH:27])([CH3:25])[CH3:24], predict the reaction product. (3) Given the reactants N[C@H]1C[C@@H](N2C=NC3C2=NC([Cl:33])=NC=3NCC(C2C=CC(O)=CC=2)C2C=CC(O)=CC=2)[C@H](O)[C@@H]1O.C(OC(=O)[NH:42][C@H:43]1[CH2:47][C@@H:46]([N:48]2[CH:56]=[N:55][C:54]3[C:49]2=[N:50][C:51]([C:72](=[O:92])[NH:73][CH2:74][CH2:75][NH:76][C:77]([NH:79][CH:80]2[CH2:85][CH2:84][N:83]([C:86]4[CH:91]=[CH:90][CH:89]=[CH:88][N:87]=4)[CH2:82][CH2:81]2)=[O:78])=[N:52][C:53]=3[NH:57][CH2:58][CH:59]([C:66]2[CH:71]=[CH:70][CH:69]=[CH:68][CH:67]=2)[C:60]2[CH:65]=[CH:64][CH:63]=[CH:62][CH:61]=2)[C@H:45]([OH:93])[C@@H:44]1[OH:94])(C)(C)C, predict the reaction product. The product is: [ClH:33].[ClH:33].[N:83]1([C:86]2[CH:91]=[CH:90][CH:89]=[CH:88][N:87]=2)[CH2:84][CH2:85][CH:80]([NH:79][C:77](=[O:78])[NH:76][CH2:75][CH2:74][NH:73][C:72]([C:51]2[N:50]=[C:49]3[C:54]([N:55]=[CH:56][N:48]3[C@@H:46]3[CH2:47][C@H:43]([NH2:42])[C@@H:44]([OH:94])[C@H:45]3[OH:93])=[C:53]([NH:57][CH2:58][CH:59]([C:66]3[CH:71]=[CH:70][CH:69]=[CH:68][CH:67]=3)[C:60]3[CH:61]=[CH:62][CH:63]=[CH:64][CH:65]=3)[N:52]=2)=[O:92])[CH2:81][CH2:82]1. (4) The product is: [CH2:6]([N:13]1[CH2:18][CH2:17][N:16]([S:2]([CH3:1])(=[O:4])=[O:3])[CH2:15][CH2:14]1)[C:7]1[CH:8]=[CH:9][CH:10]=[CH:11][CH:12]=1. Given the reactants [CH3:1][S:2](Cl)(=[O:4])=[O:3].[CH2:6]([N:13]1[CH2:18][CH2:17][NH:16][CH2:15][CH2:14]1)[C:7]1[CH:12]=[CH:11][CH:10]=[CH:9][CH:8]=1.C(N(CC)CC)C, predict the reaction product. (5) Given the reactants [CH3:1][O:2][C:3]([C:5]1[CH:10]=[CH:9][C:8]([CH3:11])=[C:7](Cl)[N:6]=1)=[O:4].[Cl:13][C:14]1[CH:20]=[C:19]([Cl:21])[CH:18]=[CH:17][C:15]=1[NH2:16], predict the reaction product. The product is: [CH3:1][O:2][C:3]([C:5]1[CH:10]=[CH:9][C:8]([CH3:11])=[C:7]([NH:16][C:15]2[CH:17]=[CH:18][C:19]([Cl:21])=[CH:20][C:14]=2[Cl:13])[N:6]=1)=[O:4]. (6) The product is: [CH:3]1[C:4]2[CH2:5][CH2:6][C:7]3[CH:8]=[CH:9][CH:10]=[C:11]4[CH2:16][C:14]([C:13]=2[C:12]=34)=[CH:15][CH:2]=1. Given the reactants Br[C:2]1[CH:15]=[C:14]2[CH2:16][C:11]3[C:12]4[C:13]2=[C:4]([CH2:5][CH2:6][C:7]=4[CH:8]=[C:9](Br)[CH:10]=3)[CH:3]=1.C1(NC2C=CC=CC=2)C=CC=CC=1.CC(C)([O-])C.[Na+].C(P(C(C)(C)C)C(C)(C)C)(C)(C)C, predict the reaction product. (7) Given the reactants [CH3:1][C:2]1([CH2:8][OH:9])[CH2:7][CH2:6][NH:5][CH2:4][CH2:3]1.[H-].[Na+].Cl[C:13]1[C:21]2[C:20]3[CH:22]=[C:23]([C:26]#[N:27])[N:24]=[CH:25][C:19]=3[N:18]([CH2:28][O:29][CH2:30][CH2:31][Si:32]([CH3:35])([CH3:34])[CH3:33])[C:17]=2[N:16]=[CH:15][CH:14]=1, predict the reaction product. The product is: [CH3:1][C:2]1([CH2:8][O:9][C:13]2[C:21]3[C:20]4[CH:22]=[C:23]([C:26]#[N:27])[N:24]=[CH:25][C:19]=4[N:18]([CH2:28][O:29][CH2:30][CH2:31][Si:32]([CH3:35])([CH3:34])[CH3:33])[C:17]=3[N:16]=[CH:15][CH:14]=2)[CH2:7][CH2:6][NH:5][CH2:4][CH2:3]1. (8) Given the reactants C([O:8][C:9]1[CH:14]=[CH:13][C:12]([NH:15][C:16]([C:18]2[C:26]3[C:21](=[CH:22][CH:23]=[CH:24][CH:25]=3)[NH:20][N:19]=2)=[O:17])=[CH:11][CH:10]=1)C1C=CC=CC=1.OC1C=CC(NC([C@@H]2CCCN2)=O)=CC=1, predict the reaction product. The product is: [OH:8][C:9]1[CH:14]=[CH:13][C:12]([NH:15][C:16]([C:18]2[C:26]3[C:21](=[CH:22][CH:23]=[CH:24][CH:25]=3)[NH:20][N:19]=2)=[O:17])=[CH:11][CH:10]=1. (9) Given the reactants O.NN.[NH2:4][C:5]1[C:6]2[N:13](COCC3C=CC=CC=3)[CH:12]=[C:11]([CH2:23][N:24]([CH3:33])[C@H:25]([C@@H:28]([OH:32])[CH2:29][S:30][CH3:31])[CH2:26][OH:27])[C:7]=2[N:8]=[CH:9][N:10]=1.NN, predict the reaction product. The product is: [NH2:4][C:5]1[C:6]2[NH:13][CH:12]=[C:11]([CH2:23][N:24]([CH3:33])[C@H:25]([C@@H:28]([OH:32])[CH2:29][S:30][CH3:31])[CH2:26][OH:27])[C:7]=2[N:8]=[CH:9][N:10]=1.